This data is from Reaction yield outcomes from USPTO patents with 853,638 reactions. The task is: Predict the reaction yield, written as a fraction of the theoretical maximum amount of product (1.0 means a 100% yield; for example, 0.34 means a 34% yield). (1) The reactants are [CH:1]([C:4]1[CH:5]=[C:6]([NH:12][C:13]2[C:18]([C:19]3[N:24]=[C:23]([CH3:25])[N:22]=[C:21]([N:26](CC4C=CC(OC)=CC=4)CC4C=CC(OC)=CC=4)[N:20]=3)=[CH:17][C:16]([C@H:45]([N:47]3[CH2:52][CH2:51][N:50]([S:53]([CH3:56])(=[O:55])=[O:54])[CH2:49][CH2:48]3)[CH3:46])=[CH:15][N:14]=2)[CH:7]=[N:8][C:9]=1[O:10][CH3:11])([CH3:3])[CH3:2].FC(F)(F)S(O)(=O)=O. The catalyst is C(O)(C(F)(F)F)=O. The product is [CH:1]([C:4]1[CH:5]=[C:6]([NH:12][C:13]2[C:18]([C:19]3[N:24]=[C:23]([CH3:25])[N:22]=[C:21]([NH2:26])[N:20]=3)=[CH:17][C:16]([C@H:45]([N:47]3[CH2:52][CH2:51][N:50]([S:53]([CH3:56])(=[O:55])=[O:54])[CH2:49][CH2:48]3)[CH3:46])=[CH:15][N:14]=2)[CH:7]=[N:8][C:9]=1[O:10][CH3:11])([CH3:2])[CH3:3]. The yield is 0.310. (2) The reactants are Cl.[C:2]([C:6]1[S:15][C:14]2[NH:13][C:12]3[CH:16]=[CH:17][CH:18]=[CH:19][C:11]=3[N:10]=[C:9]([NH2:20])[C:8]=2[CH:7]=1)([CH3:5])([CH3:4])[CH3:3].[CH3:21][N:22]1[CH2:27][CH2:26]N[CH2:24][CH2:23]1. No catalyst specified. The product is [C:2]([C:6]1[S:15][C:14]2[NH:13][C:12]3[CH:16]=[CH:17][CH:18]=[CH:19][C:11]=3[N:10]=[C:9]([N:20]3[CH2:26][CH2:27][N:22]([CH3:21])[CH2:23][CH2:24]3)[C:8]=2[CH:7]=1)([CH3:5])([CH3:3])[CH3:4]. The yield is 0.780.